This data is from Experimental lipophilicity measurements (octanol/water distribution) for 4,200 compounds from AstraZeneca. The task is: Regression/Classification. Given a drug SMILES string, predict its absorption, distribution, metabolism, or excretion properties. Task type varies by dataset: regression for continuous measurements (e.g., permeability, clearance, half-life) or binary classification for categorical outcomes (e.g., BBB penetration, CYP inhibition). For this dataset (lipophilicity_astrazeneca), we predict Y. (1) The compound is COc1ccc2c3c1OC1C(O)C=CC4C(C2)N(C)CCC341. The Y is 0.800 logD. (2) The compound is COC(=O)Nc1nc2ccc(C(=O)c3ccccc3)cc2[nH]1. The Y is 2.90 logD.